Dataset: Full USPTO retrosynthesis dataset with 1.9M reactions from patents (1976-2016). Task: Predict the reactants needed to synthesize the given product. Given the product [C:1]([S:5]([C:6]1[CH:14]=[CH:13][C:9]([C:10]([OH:12])=[O:11])=[CH:8][CH:7]=1)=[O:16])([CH3:4])([CH3:2])[CH3:3], predict the reactants needed to synthesize it. The reactants are: [C:1]([S:5][C:6]1[CH:14]=[CH:13][C:9]([C:10]([OH:12])=[O:11])=[CH:8][CH:7]=1)([CH3:4])([CH3:3])[CH3:2].O.[OH:16]OS([O-])=O.[K+].